This data is from NCI-60 drug combinations with 297,098 pairs across 59 cell lines. The task is: Regression. Given two drug SMILES strings and cell line genomic features, predict the synergy score measuring deviation from expected non-interaction effect. Drug 1: CS(=O)(=O)C1=CC(=C(C=C1)C(=O)NC2=CC(=C(C=C2)Cl)C3=CC=CC=N3)Cl. Drug 2: C1CCC(C1)C(CC#N)N2C=C(C=N2)C3=C4C=CNC4=NC=N3. Cell line: MOLT-4. Synergy scores: CSS=24.5, Synergy_ZIP=12.7, Synergy_Bliss=16.6, Synergy_Loewe=15.8, Synergy_HSA=15.9.